Dataset: Catalyst prediction with 721,799 reactions and 888 catalyst types from USPTO. Task: Predict which catalyst facilitates the given reaction. Reactant: [CH3:1][S:2][CH:3]([C:5]1[CH:6]=[N:7][C:8]([C:11]([F:14])([F:13])[F:12])=[CH:9][CH:10]=1)[CH3:4].[N:15]#[C:16][NH2:17].[O-]Cl.[Na+].S(S([O-])=O)([O-])(=O)=O.[Na+].[Na+].C(O)(=O)C. Product: [F:12][C:11]([F:14])([F:13])[C:8]1[N:7]=[CH:6][C:5]([CH:3]([S:2]([CH3:1])=[N:17][C:16]#[N:15])[CH3:4])=[CH:10][CH:9]=1. The catalyst class is: 10.